The task is: Predict the product of the given reaction.. This data is from Forward reaction prediction with 1.9M reactions from USPTO patents (1976-2016). (1) Given the reactants [Cl:1][C:2]1[CH:3]=[C:4]2[C:8](=[CH:9][CH:10]=1)[N:7]([C:11]1[CH:16]=[CH:15][CH:14]=[C:13]([C:17]([F:20])([F:19])[F:18])[CH:12]=1)[C:6]([CH:21]([NH:28][C:29]1[CH:34]=[CH:33][C:32]([C:35]([NH:37][CH2:38][CH2:39][C:40]([O:42]CC)=[O:41])=[O:36])=[CH:31][CH:30]=1)[CH2:22][CH2:23][CH2:24][CH2:25][CH2:26][CH3:27])=[CH:5]2.O1CCCC1.[OH-].[Na+], predict the reaction product. The product is: [Cl:1][C:2]1[CH:3]=[C:4]2[C:8](=[CH:9][CH:10]=1)[N:7]([C:11]1[CH:16]=[CH:15][CH:14]=[C:13]([C:17]([F:20])([F:19])[F:18])[CH:12]=1)[C:6]([CH:21]([NH:28][C:29]1[CH:34]=[CH:33][C:32]([C:35]([NH:37][CH2:38][CH2:39][C:40]([OH:42])=[O:41])=[O:36])=[CH:31][CH:30]=1)[CH2:22][CH2:23][CH2:24][CH2:25][CH2:26][CH3:27])=[CH:5]2. (2) Given the reactants [C:1]([C:3]1[CH:45]=[CH:44][C:6]2[N:7](COCC[Si](C)(C)C)[C:8]([C:10]([C:13]3[C:21]([O:22][CH2:23][C:24]([O:26]C)=[O:25])=[CH:20][C:19]([CH3:28])=[C:18]4[C:14]=3[CH:15]=[CH:16][N:17]4C(OC(C)(C)C)=O)([OH:12])[CH3:11])=[N:9][C:5]=2[CH:4]=1)#[N:2].C(C1C=CC2N=C(C(C3C(OCC(OC)=O)=CC(C)=C4C=3C=CN4C(OC(C)(C)C)=O)(O)C)N(COCC[Si](C)(C)C)C=2C=1)#N, predict the reaction product. The product is: [C:1]([C:3]1[CH:45]=[CH:44][C:6]2[NH:7][C:8]([C:10]([C:13]3[C:21]([O:22][CH2:23][C:24]([OH:26])=[O:25])=[CH:20][C:19]([CH3:28])=[C:18]4[C:14]=3[CH:15]=[CH:16][NH:17]4)([OH:12])[CH3:11])=[N:9][C:5]=2[CH:4]=1)#[N:2]. (3) Given the reactants [CH2:1]([NH:4][C:5]1[N:10]2[N:11]=[C:12]([C:25]3[CH:30]=[CH:29][C:28]([F:31])=[CH:27][CH:26]=3)[C:13]([C:14]3[CH:19]=[CH:18][N:17]=[C:16]([NH:20][CH2:21][CH2:22][CH2:23][CH3:24])[N:15]=3)=[C:9]2[CH:8]=[CH:7][CH:6]=1)[CH:2]=[CH2:3].[H][H], predict the reaction product. The product is: [CH2:21]([NH:20][C:16]1[N:15]=[C:14]([C:13]2[C:12]([C:25]3[CH:26]=[CH:27][C:28]([F:31])=[CH:29][CH:30]=3)=[N:11][N:10]3[C:5]([NH:4][CH2:1][CH2:2][CH3:3])=[CH:6][CH:7]=[CH:8][C:9]=23)[CH:19]=[CH:18][N:17]=1)[CH2:22][CH2:23][CH3:24]. (4) Given the reactants [Cl:1][C:2]1[CH:3]=[C:4]2[C:9](=[CH:10][C:11]=1[O:12][C:13]1[CH:21]=[CH:20][C:16]([C:17](O)=[O:18])=[CH:15][CH:14]=1)[O:8][CH2:7][CH2:6][CH:5]2[C:22]([O:24][CH2:25][CH3:26])=[O:23].[Cl:27][C:28]1[CH:29]=[C:30]([CH2:35][CH2:36][NH2:37])[CH:31]=[C:32]([Cl:34])[CH:33]=1.Cl.CN(C)CCCN=C=NCC.ON1C2N=CC=CC=2N=N1.C(N(CC)C(C)C)(C)C, predict the reaction product. The product is: [Cl:1][C:2]1[CH:3]=[C:4]2[C:9](=[CH:10][C:11]=1[O:12][C:13]1[CH:21]=[CH:20][C:16]([C:17](=[O:18])[NH:37][CH2:36][CH2:35][C:30]3[CH:29]=[C:28]([Cl:27])[CH:33]=[C:32]([Cl:34])[CH:31]=3)=[CH:15][CH:14]=1)[O:8][CH2:7][CH2:6][CH:5]2[C:22]([O:24][CH2:25][CH3:26])=[O:23]. (5) Given the reactants Br[C:2]1[C:3]([CH3:24])=[C:4]([C:8]2[N:12]=[C:11]([C:13]3[CH:14]=[C:15]([Cl:23])[C:16]([O:19][CH:20]([CH3:22])[CH3:21])=[N:17][CH:18]=3)[O:10][N:9]=2)[CH:5]=[CH:6][CH:7]=1.Br[Zn][CH2:27][CH:28]([CH3:33])[C:29]([O:31][CH3:32])=[O:30], predict the reaction product. The product is: [Cl:23][C:15]1[CH:14]=[C:13]([C:11]2[O:10][N:9]=[C:8]([C:4]3[C:3]([CH3:24])=[C:2]([CH2:27][C@@H:28]([CH3:33])[C:29]([O:31][CH3:32])=[O:30])[CH:7]=[CH:6][CH:5]=3)[N:12]=2)[CH:18]=[N:17][C:16]=1[O:19][CH:20]([CH3:22])[CH3:21].